From a dataset of Catalyst prediction with 721,799 reactions and 888 catalyst types from USPTO. Predict which catalyst facilitates the given reaction. (1) Reactant: N1C=CN=C1.[Si:6](Cl)([C:9]([CH3:12])([CH3:11])[CH3:10])([CH3:8])[CH3:7].[Cl:14][C:15]1[S:19][C:18]([C:20]([NH:22][C:23]2[CH:31]=[CH:30][CH:29]=[C:28]3[C:24]=2[CH2:25][N:26]([CH2:33][C:34]2[CH:39]=[CH:38][CH:37]=[C:36]([NH:40][CH2:41][CH2:42][OH:43])[CH:35]=2)[C:27]3=[O:32])=[O:21])=[CH:17][CH:16]=1.O.ClCCl. Product: [Si:6]([O:43][CH2:42][CH2:41][NH:40][C:36]1[CH:35]=[C:34]([CH:39]=[CH:38][CH:37]=1)[CH2:33][N:26]1[CH2:25][C:24]2[C:28](=[CH:29][CH:30]=[CH:31][C:23]=2[NH:22][C:20]([C:18]2[S:19][C:15]([Cl:14])=[CH:16][CH:17]=2)=[O:21])[C:27]1=[O:32])([C:9]([CH3:12])([CH3:11])[CH3:10])([CH3:8])[CH3:7]. The catalyst class is: 7. (2) Reactant: [F:1][C:2]1[C:10]([O:11][CH2:12][C:13]2[S:14][CH:15]=[C:16]([C:18]3[CH:23]=[CH:22][C:21]([O:24]C)=[CH:20][CH:19]=3)[N:17]=2)=[CH:9][CH:8]=[C:7]([F:26])[C:3]=1[C:4]([NH2:6])=[O:5].B(Br)(Br)Br.C([O-])(O)=O.[Na+]. Product: [F:1][C:2]1[C:10]([O:11][CH2:12][C:13]2[S:14][CH:15]=[C:16]([C:18]3[CH:23]=[CH:22][C:21]([OH:24])=[CH:20][CH:19]=3)[N:17]=2)=[CH:9][CH:8]=[C:7]([F:26])[C:3]=1[C:4]([NH2:6])=[O:5]. The catalyst class is: 2. (3) Reactant: [Cl:1][C:2]1[CH:3]=[C:4]([C:9]2[C:14]([C:15]#[N:16])=[C:13](O)[N:12]=[C:11]([CH:18]([CH3:20])[CH3:19])[N:10]=2)[CH:5]=[CH:6][C:7]=1[Cl:8].CN(C=O)C.O=P(Cl)(Cl)[Cl:28]. The catalyst class is: 12. Product: [Cl:28][C:13]1[C:14]([C:15]#[N:16])=[C:9]([C:4]2[CH:5]=[CH:6][C:7]([Cl:8])=[C:2]([Cl:1])[CH:3]=2)[N:10]=[C:11]([CH:18]([CH3:20])[CH3:19])[N:12]=1. (4) Reactant: C(Cl)(=O)C(Cl)=O.[F:7][C:8]1[CH:9]=[C:10]([CH:14]=[CH:15][C:16]=1[F:17])[C:11]([OH:13])=O.CCN(C(C)C)C(C)C.[NH2:27][C:28]1[CH:32]=[C:31]([CH3:33])[O:30][N:29]=1. Product: [F:7][C:8]1[CH:9]=[C:10]([CH:14]=[CH:15][C:16]=1[F:17])[C:11]([NH:27][C:28]1[CH:32]=[C:31]([CH3:33])[O:30][N:29]=1)=[O:13]. The catalyst class is: 59. (5) The catalyst class is: 126. Product: [NH2:8][C:9]1[N:14]=[CH:13][C:12]([CH2:15][CH:16]([C:25]2[N:26]=[CH:27][N:28]([C:30]3[CH:35]=[CH:34][C:33]([NH:36][C:37]([NH:39][C:40]4[CH:41]=[CH:42][CH:43]=[CH:44][CH:45]=4)=[O:38])=[CH:32][CH:31]=3)[CH:29]=2)[C:17]([OH:19])=[O:18])=[CH:11][CH:10]=1. Reactant: C(OC([NH:8][C:9]1[N:14]=[CH:13][C:12]([CH2:15][C:16]([C:25]2[N:26]=[CH:27][N:28]([C:30]3[CH:35]=[CH:34][C:33]([NH:36][C:37]([NH:39][C:40]4[CH:45]=[CH:44][CH:43]=[CH:42][CH:41]=4)=[O:38])=[CH:32][CH:31]=3)[CH:29]=2)(C(OC)=O)[C:17]([O:19]C)=[O:18])=[CH:11][CH:10]=1)=O)(C)(C)C. (6) Reactant: [F:1][CH2:2][CH2:3][NH:4][C:5](=[O:11])[O:6][C:7]([CH3:10])([CH3:9])[CH3:8].[H-].[Na+].IC.[C:16](OCC)(=O)C. Product: [F:1][CH2:2][CH2:3][N:4]([CH3:16])[C:5](=[O:11])[O:6][C:7]([CH3:8])([CH3:10])[CH3:9]. The catalyst class is: 9. (7) Reactant: [CH2:1]([O:3][C:4]1[CH2:13][C:12]2[C:11]([NH2:14])=[CH:10][CH:9]=[CH:8][C:7]=2[CH2:6][CH:5]=1)[CH3:2].[C:15](=[S:30])(OC1C=CC=CN=1)OC1C=CC=CN=1. Product: [CH2:1]([O:3][C:4]1[CH2:13][C:12]2[C:7]([CH2:6][CH:5]=1)=[CH:8][CH:9]=[CH:10][C:11]=2[N:14]=[C:15]=[S:30])[CH3:2]. The catalyst class is: 4.